From a dataset of Forward reaction prediction with 1.9M reactions from USPTO patents (1976-2016). Predict the product of the given reaction. (1) Given the reactants Br[CH:2]=[C:3]([C:5]1[CH:10]=[CH:9][N:8]=[CH:7][CH:6]=1)[CH3:4].P([O-])([O-])([O-])=O.[K+].[K+].[K+].N1CCC[C@H]1C(O)=[O:22].N#N.[CH2:29]([N:32]1[CH2:45][CH2:44][C:35]2[NH:36][C:37]3[CH:38]=[CH:39][C:40]([CH3:43])=[CH:41][C:42]=3[C:34]=2[CH2:33]1)C=C, predict the reaction product. The product is: [CH3:43][C:40]1[CH:39]=[CH:38][C:37]2[N:36](/[CH:2]=[C:3](/[C:5]3[CH:10]=[CH:9][N:8]=[CH:7][CH:6]=3)\[CH3:4])[C:35]3[CH2:44][CH2:45][N:32]([CH:29]=[O:22])[CH2:33][C:34]=3[C:42]=2[CH:41]=1. (2) Given the reactants [CH2:1]([O:8][C:9]1[CH:14]=[CH:13][C:12]([CH3:15])=[CH:11][C:10]=1Br)[C:2]1[CH:7]=[CH:6][CH:5]=[CH:4][CH:3]=1.C([Li])CCC.[O:22]=[C:23]([C:29]1[CH:34]=[CH:33][CH:32]=[CH:31][CH:30]=1)[C:24]([O:26][CH2:27][CH3:28])=[O:25], predict the reaction product. The product is: [CH2:1]([O:8][C:9]1[CH:14]=[CH:13][C:12]([CH3:15])=[CH:11][C:10]=1[C:23]([OH:22])([C:29]1[CH:30]=[CH:31][CH:32]=[CH:33][CH:34]=1)[C:24]([O:26][CH2:27][CH3:28])=[O:25])[C:2]1[CH:7]=[CH:6][CH:5]=[CH:4][CH:3]=1. (3) Given the reactants [F:1][C:2]1[CH:10]=[CH:9][C:5]([C:6](Cl)=[O:7])=[CH:4][CH:3]=1.[C:11]([NH2:19])(=[S:18])[C:12]1[CH:17]=[CH:16][CH:15]=[CH:14][CH:13]=1.N1C=CC=CC=1, predict the reaction product. The product is: [F:1][C:2]1[CH:10]=[CH:9][C:5]([C:6]([NH:19][C:11](=[S:18])[C:12]2[CH:17]=[CH:16][CH:15]=[CH:14][CH:13]=2)=[O:7])=[CH:4][CH:3]=1. (4) Given the reactants [NH2:1][C@H:2]([CH2:19][C:20]1[CH:25]=[CH:24][N:23]=[CH:22][CH:21]=1)[C:3]([N:5]1[CH2:10][CH2:9][N:8]([C:11]2[CH:16]=[CH:15][CH:14]=[CH:13][C:12]=2[O:17][CH3:18])[CH2:7][CH2:6]1)=O.B.C1COCC1.Cl, predict the reaction product. The product is: [CH3:18][O:17][C:12]1[CH:13]=[CH:14][CH:15]=[CH:16][C:11]=1[N:8]1[CH2:9][CH2:10][N:5]([CH2:3][C@H:2]([NH2:1])[CH2:19][C:20]2[CH:21]=[CH:22][N:23]=[CH:24][CH:25]=2)[CH2:6][CH2:7]1. (5) Given the reactants [F:1][C:2]1[CH:21]=[C:20]([S:22]([CH3:25])(=[O:24])=[O:23])[C:19]([F:26])=[CH:18][C:3]=1[O:4][C@H:5]1[CH2:10][CH2:9][CH2:8][N:7]([CH:11]2[CH2:16][CH2:15][NH:14][CH2:13][CH2:12]2)[C:6]1=[O:17].CCN(C(C)C)C(C)C.[Cl:36][C:37]1[CH:42]=[N:41][C:40](Cl)=[CH:39][N:38]=1, predict the reaction product. The product is: [Cl:36][C:37]1[N:38]=[CH:39][C:40]([N:14]2[CH2:15][CH2:16][CH:11]([N:7]3[CH2:8][CH2:9][CH2:10][C@H:5]([O:4][C:3]4[CH:18]=[C:19]([F:26])[C:20]([S:22]([CH3:25])(=[O:24])=[O:23])=[CH:21][C:2]=4[F:1])[C:6]3=[O:17])[CH2:12][CH2:13]2)=[N:41][CH:42]=1. (6) Given the reactants C([O:8][C@:9]1([CH3:17])[C@H:12]([C@@H:13]([F:15])[CH3:14])[NH:11][C:10]1=[O:16])C1C=CC=CC=1.[CH2:18]([Si:20](Cl)([CH2:23][CH3:24])[CH2:21][CH3:22])[CH3:19], predict the reaction product. The product is: [F:15][C@H:13]([C@@H:12]1[NH:11][C:10](=[O:16])[C@:9]1([CH3:17])[O:8][Si:20]([CH2:23][CH3:24])([CH2:21][CH3:22])[CH2:18][CH3:19])[CH3:14]. (7) Given the reactants [F:1][C:2]1[CH:7]=[CH:6][CH:5]=[C:4]([F:8])[C:3]=1[NH:9][C:10]([C:12]1[CH:16]=[CH:15][N:14]([CH2:17][C:18]2[CH:23]=[CH:22][CH:21]=[CH:20][C:19]=2[OH:24])[N:13]=1)=[O:11].C(=O)([O-])[O-].[K+].[K+].Br[CH2:32][CH:33]=[C:34]([CH3:36])[CH3:35], predict the reaction product. The product is: [F:8][C:4]1[CH:5]=[CH:6][CH:7]=[C:2]([F:1])[C:3]=1[NH:9][C:10]([C:12]1[CH:16]=[CH:15][N:14]([CH2:17][C:18]2[CH:23]=[CH:22][CH:21]=[CH:20][C:19]=2[O:24][CH2:32][CH:33]=[C:34]([CH3:36])[CH3:35])[N:13]=1)=[O:11].